Dataset: Catalyst prediction with 721,799 reactions and 888 catalyst types from USPTO. Task: Predict which catalyst facilitates the given reaction. (1) Reactant: [CH3:1][O:2][C:3]1[CH:4]=[C:5]2[C:10](=[CH:11][C:12]=1[O:13][CH3:14])[C:9]([CH3:15])=[N:8][C:7]([OH:16])=[CH:6]2.[OH-].[K+].CCO[C:22]([CH3:24])=O. Product: [CH:9]1[C:10]2[C:5](=[C:22]([CH2:24][C:6]3[C:5]4[C:10](=[CH:11][C:12]([O:13][CH3:14])=[C:3]([O:2][CH3:1])[CH:4]=4)[C:9]([CH3:15])=[N:8][C:7]=3[OH:16])[CH:3]=[CH:12][CH:11]=2)[CH:6]=[CH:7][N:8]=1. The catalyst class is: 93. (2) Reactant: [CH:1]1([NH2:4])[CH2:3][CH2:2]1.C1([O:11][C:12](=O)[NH:13][C:14]2[CH:19]=[CH:18][CH:17]=[C:16]([C:20]([C:22]3[C:30]4[C:29]([NH2:31])=[N:28][CH:27]=[N:26][C:25]=4[N:24]([CH:32]4[CH2:36][CH2:35][CH2:34][CH2:33]4)[CH:23]=3)=[O:21])[CH:15]=2)C=CC=CC=1. Product: [NH2:31][C:29]1[C:30]2[C:22]([C:20]([C:16]3[CH:15]=[C:14]([NH:13][C:12]([NH:4][CH:1]4[CH2:3][CH2:2]4)=[O:11])[CH:19]=[CH:18][CH:17]=3)=[O:21])=[CH:23][N:24]([CH:32]3[CH2:36][CH2:35][CH2:34][CH2:33]3)[C:25]=2[N:26]=[CH:27][N:28]=1. The catalyst class is: 1. (3) Reactant: C(N(CC)CC)C.[CH3:8][S:9](Cl)(=[O:11])=[O:10].[Si:13]([O:30][CH2:31][C:32]1[CH:33]=[C:34]([CH2:39][OH:40])[CH:35]=[C:36]([Cl:38])[CH:37]=1)([C:26]([CH3:29])([CH3:28])[CH3:27])([C:20]1[CH:25]=[CH:24][CH:23]=[CH:22][CH:21]=1)[C:14]1[CH:19]=[CH:18][CH:17]=[CH:16][CH:15]=1. Product: [CH3:8][S:9]([O:40][CH2:39][C:34]1[CH:35]=[C:36]([Cl:38])[CH:37]=[C:32]([CH2:31][O:30][Si:13]([C:26]([CH3:29])([CH3:28])[CH3:27])([C:20]2[CH:21]=[CH:22][CH:23]=[CH:24][CH:25]=2)[C:14]2[CH:15]=[CH:16][CH:17]=[CH:18][CH:19]=2)[CH:33]=1)(=[O:11])=[O:10]. The catalyst class is: 2. (4) Reactant: [NH2:1][C:2]1[N:10]=[C:9]([Cl:11])[N:8]=[C:7]2[C:3]=1[N:4]=[CH:5][N:6]2[C@H:12]1[C@@H:16]2[O:17][C:18]([CH3:21])([CH3:20])[O:19][C@@H:15]2[C@@H:14]([CH2:22][OH:23])[O:13]1.[F:24][C:25]([F:31])([F:30])[S:26](Cl)(=[O:28])=[O:27]. Product: [F:24][C:25]([F:31])([F:30])[S:26]([O:23][CH2:22][C@@H:14]1[C@@H:15]2[C@@H:16]([O:17][C:18]([CH3:20])([CH3:21])[O:19]2)[C@H:12]([N:6]2[CH:5]=[N:4][C:3]3[C:7]2=[N:8][C:9]([Cl:11])=[N:10][C:2]=3[NH2:1])[O:13]1)(=[O:28])=[O:27]. The catalyst class is: 17.